Dataset: Forward reaction prediction with 1.9M reactions from USPTO patents (1976-2016). Task: Predict the product of the given reaction. (1) Given the reactants [OH:1][C@@:2]1([C:31]([F:34])([F:33])[F:32])[C:14]2[CH:13]=[C:12]([O:15][CH2:16][C@@H:17]([OH:19])[CH3:18])[CH:11]=[C:10]([C:20]3[CH:21]=[N:22][N:23]([C:25]([CH3:30])([CH3:29])[C:26](O)=[O:27])[CH:24]=3)[C:9]=2[C:8]2[C:3]1=[CH:4][CH:5]=[CH:6][CH:7]=2.[Cl-].[NH4+].C([N:40](C(C)C)CC)(C)C.F[P-](F)(F)(F)(F)F.CN(C(N(C)C)=[N+]1C2C(=NC=CC=2)[N+]([O-])=N1)C.CN(C(ON1N=NC2C=CC=NC1=2)=[N+](C)C)C.F[P-](F)(F)(F)(F)F, predict the reaction product. The product is: [OH:1][C@@:2]1([C:31]([F:34])([F:33])[F:32])[C:14]2[CH:13]=[C:12]([O:15][CH2:16][C@@H:17]([OH:19])[CH3:18])[CH:11]=[C:10]([C:20]3[CH:21]=[N:22][N:23]([C:25]([CH3:30])([CH3:29])[C:26]([NH2:40])=[O:27])[CH:24]=3)[C:9]=2[C:8]2[C:3]1=[CH:4][CH:5]=[CH:6][CH:7]=2. (2) The product is: [F:1][C:2]1[CH:7]=[C:6]([N+:8]([O-:10])=[O:9])[CH:5]=[C:4]([F:11])[C:3]=1[CH:12]([CH3:16])[C:13]([O:15][CH3:17])=[O:14]. Given the reactants [F:1][C:2]1[CH:7]=[C:6]([N+:8]([O-:10])=[O:9])[CH:5]=[C:4]([F:11])[C:3]=1[CH:12]([CH3:16])[C:13]([OH:15])=[O:14].[CH3:17]O, predict the reaction product.